From a dataset of Retrosynthesis with 50K atom-mapped reactions and 10 reaction types from USPTO. Predict the reactants needed to synthesize the given product. (1) Given the product CC(=O)c1cnc(Nc2ccc(CC(C)O)cc2)c([N+](=O)[O-])c1, predict the reactants needed to synthesize it. The reactants are: CC(=O)c1cnc(Cl)c([N+](=O)[O-])c1.CC(O)Cc1ccc(N)cc1. (2) Given the product COc1cc(N(C)S(C)(=O)=O)ccc1-c1nc2c(c(C3CCCCC3)nn2C)c(=O)[nH]1, predict the reactants needed to synthesize it. The reactants are: CNc1ccc(-c2nc3c(c(C4CCCCC4)nn3C)c(=O)[nH]2)c(OC)c1.CS(=O)(=O)Cl. (3) Given the product C=CC(C)C(O)c1c(C)noc1-c1ccc(-c2ccc(C3(C(=O)OCC)CC3)cc2)cc1, predict the reactants needed to synthesize it. The reactants are: C=CC(C)C(O)c1c(C)noc1-c1ccc(Br)cc1.CCOC(=O)C1(c2ccc(B3OC(C)(C)C(C)(C)O3)cc2)CC1. (4) The reactants are: CC(C)(C)OC(=O)N1CCC[C@@H]1C=O.C[Si](C)(C)[N-][Si](C)(C)C. Given the product C/C=C\[C@H]1CCCN1C(=O)OC(C)(C)C, predict the reactants needed to synthesize it. (5) Given the product COC(=O)c1ccc(CN(C2CCCCC2O)S(=O)(=O)c2ccc(Cl)cc2)c(F)c1F, predict the reactants needed to synthesize it. The reactants are: COC(=O)c1ccc(CBr)c(F)c1F.O=S(=O)(NC1CCCCC1O)c1ccc(Cl)cc1. (6) Given the product CC(C)(C)OC(=O)N1C[C@H]2C[C@@H]1CN2c1ccc(Cl)nc1, predict the reactants needed to synthesize it. The reactants are: CC(C)(C)OC(=O)N1C[C@H]2C[C@@H]1CN2.Clc1ccc(I)cn1. (7) Given the product COc1ccc(-n2nc(C(=O)N3CCNCC3)cc2-c2ccccc2)cn1, predict the reactants needed to synthesize it. The reactants are: COc1ccc(-n2nc(C(=O)N3CCN(C(=O)OC(C)(C)C)CC3)cc2-c2ccccc2)cn1.